From a dataset of Catalyst prediction with 721,799 reactions and 888 catalyst types from USPTO. Predict which catalyst facilitates the given reaction. Reactant: C[O:2][C:3]([C:5]1[S:26][C:8]2=[CH:9][N:10]=[C:11](Cl)[C:12]([C:13]3[CH:18]=[C:17]([C:19]4[CH:24]=[CH:23][CH:22]=[CH:21][CH:20]=4)[CH:16]=[CH:15][CH:14]=3)=[C:7]2[CH:6]=1)=[O:4].C(=[NH:40])(C1C=CC=CC=1)C1C=CC=CC=1.CC1(C)C2C=CC=C(P(C3C=CC=CC=3)C3C=CC=CC=3)C=2OC2C1=CC=CC=2P(C1C=CC=CC=1)C1C=CC=CC=1.C(=O)([O-])[O-].[Cs+].[Cs+]. Product: [NH2:40][C:11]1[C:12]([C:13]2[CH:18]=[C:17]([C:19]3[CH:20]=[CH:21][CH:22]=[CH:23][CH:24]=3)[CH:16]=[CH:15][CH:14]=2)=[C:7]2[CH:6]=[C:5]([C:3]([OH:2])=[O:4])[S:26][C:8]2=[CH:9][N:10]=1. The catalyst class is: 62.